The task is: Predict the product of the given reaction.. This data is from Forward reaction prediction with 1.9M reactions from USPTO patents (1976-2016). (1) The product is: [NH2:3][C:4]1[CH:9]=[C:8]([CH2:10][C:11]([N:13]([CH3:14])[CH3:15])=[O:12])[CH:7]=[CH:6][C:5]=1[NH2:1]. Given the reactants [N:1]1S[N:3]=[C:4]2[CH:9]=[C:8]([CH2:10][C:11]([N:13]([CH3:15])[CH3:14])=[O:12])[CH:7]=[CH:6][C:5]=12, predict the reaction product. (2) Given the reactants [CH2:1]([N:8]1[C:16]2[C:11](=[C:12]([O:17][C:18]([F:27])([C:23]([Br:26])([F:25])[F:24])[C:19]([O:21]C)=[O:20])[CH:13]=[CH:14][CH:15]=2)[CH:10]=[C:9]1[CH3:28])[C:2]1[CH:7]=[CH:6][CH:5]=[CH:4][CH:3]=1.O.[OH-].[Li+], predict the reaction product. The product is: [CH2:1]([N:8]1[C:16]2[C:11](=[C:12]([O:17][C:18]([F:27])([C:23]([Br:26])([F:24])[F:25])[C:19]([OH:21])=[O:20])[CH:13]=[CH:14][CH:15]=2)[CH:10]=[C:9]1[CH3:28])[C:2]1[CH:3]=[CH:4][CH:5]=[CH:6][CH:7]=1.